Dataset: Full USPTO retrosynthesis dataset with 1.9M reactions from patents (1976-2016). Task: Predict the reactants needed to synthesize the given product. (1) Given the product [Si:9]([O:16][C@@H:17]1[CH2:21][N:20]([C:22]([O:24][C:25]([CH3:26])([CH3:28])[CH3:27])=[O:23])[C:19]([CH3:2])([C:29]([O:31][CH3:32])=[O:30])[CH2:18]1)([C:12]([CH3:15])([CH3:14])[CH3:13])([CH3:10])[CH3:11], predict the reactants needed to synthesize it. The reactants are: [Li+].[CH3:2]C([N-]C(C)C)C.[Si:9]([O:16][C@@H:17]1[CH2:21][N:20]([C:22]([O:24][C:25]([CH3:28])([CH3:27])[CH3:26])=[O:23])[C@H:19]([C:29]([O:31][CH3:32])=[O:30])[CH2:18]1)([C:12]([CH3:15])([CH3:14])[CH3:13])([CH3:11])[CH3:10].CI. (2) Given the product [CH3:1][C:2]1[CH:7]=[CH:6][C:5]([S:8]([O:11][CH2:12][CH:13]2[CH2:17][C:16]3[CH:18]=[CH:19][C:20]([C:30]4[CH:35]=[CH:34][CH:33]=[CH:32][CH:31]=4)=[CH:21][C:15]=3[O:14]2)(=[O:9])=[O:10])=[CH:4][CH:3]=1, predict the reactants needed to synthesize it. The reactants are: [CH3:1][C:2]1[CH:7]=[CH:6][C:5]([S:8]([O:11][CH2:12][CH:13]2[CH2:17][C:16]3[CH:18]=[CH:19][C:20](OS(C(F)(F)F)(=O)=O)=[CH:21][C:15]=3[O:14]2)(=[O:10])=[O:9])=[CH:4][CH:3]=1.[C:30]1(B(O)O)[CH:35]=[CH:34][CH:33]=[CH:32][CH:31]=1.[Cl-].[Li+]. (3) Given the product [ClH:1].[Cl:18][C:19]1[CH:24]=[CH:23][C:22]([N:25]2[CH2:30][CH2:29][N:28]([CH2:2][CH2:3][CH2:4][CH2:5][C:6]3([CH2:16][CH3:17])[C:14]4[C:9](=[CH:10][CH:11]=[CH:12][CH:13]=4)[NH:8][C:7]3=[O:15])[CH2:27][CH2:26]2)=[CH:21][C:20]=1[C:31]([F:33])([F:32])[F:34], predict the reactants needed to synthesize it. The reactants are: [Cl:1][CH2:2][CH2:3][CH2:4][CH2:5][C:6]1([CH2:16][CH3:17])[C:14]2[C:9](=[CH:10][CH:11]=[CH:12][CH:13]=2)[NH:8][C:7]1=[O:15].[Cl:18][C:19]1[CH:24]=[CH:23][C:22]([N:25]2[CH2:30][CH2:29][NH:28][CH2:27][CH2:26]2)=[CH:21][C:20]=1[C:31]([F:34])([F:33])[F:32]. (4) Given the product [CH3:18][C:15]1[S:14][C:13]([CH2:12][NH:11][C:9]2[N:8]3[N:19]=[CH:20][C:21]([CH2:22][CH2:23][CH3:24])=[C:7]3[N:6]=[C:5]([NH:30][C@H:27]([CH2:26][CH3:25])[CH2:28][OH:29])[N:10]=2)=[CH:17][CH:16]=1, predict the reactants needed to synthesize it. The reactants are: CS([C:5]1[N:10]=[C:9]([NH:11][CH2:12][C:13]2[S:14][C:15]([CH3:18])=[CH:16][CH:17]=2)[N:8]2[N:19]=[CH:20][C:21]([CH2:22][CH2:23][CH3:24])=[C:7]2[N:6]=1)(=O)=O.[CH3:25][CH2:26][CH:27]([NH2:30])[CH2:28][OH:29].[F-].[K+].O1CCOCC1. (5) Given the product [Si:16]([O:5][CH2:4][CH:3]=[CH:2][CH2:1][OH:6])([C:12]([CH3:15])([CH3:14])[CH3:13])([C:23]1[CH:24]=[CH:25][CH:26]=[CH:27][CH:28]=1)[C:17]1[CH:22]=[CH:21][CH:20]=[CH:19][CH:18]=1, predict the reactants needed to synthesize it. The reactants are: [CH2:1]([OH:6])[CH:2]=[CH:3][CH2:4][OH:5].N1C=CN=C1.[C:12]([Si:16](Cl)([C:23]1[CH:28]=[CH:27][CH:26]=[CH:25][CH:24]=1)[C:17]1[CH:22]=[CH:21][CH:20]=[CH:19][CH:18]=1)([CH3:15])([CH3:14])[CH3:13].C(OCC)(=O)C. (6) Given the product [CH2:1]=[C:14]1[CH2:15][CH2:16][C:11]2([O:10][CH2:9][CH2:8][O:7]2)[CH2:12][CH2:13]1, predict the reactants needed to synthesize it. The reactants are: [CH3:1]C([O-])(C)C.[K+].[O:7]1[C:11]2([CH2:16][CH2:15][C:14](=O)[CH2:13][CH2:12]2)[O:10][CH2:9][CH2:8]1.O. (7) The reactants are: C([N:8](CC1C=CC=CC=1)[C@@H:9]([CH2:32][C:33]1[CH:38]=[C:37]([F:39])[CH:36]=[C:35]([F:40])[CH:34]=1)[C@H:10]([O:24]CC1C=CC=CC=1)[C@H:11]1[CH2:16][O:15][C@@H:14]([O:17][CH2:18][C:19]([CH3:22])([CH3:21])[CH3:20])[C@H:13]([CH3:23])[NH:12]1)C1C=CC=CC=1.[H][H]. Given the product [NH2:8][C@@H:9]([CH2:32][C:33]1[CH:38]=[C:37]([F:39])[CH:36]=[C:35]([F:40])[CH:34]=1)[C@@H:10]([C@H:11]1[CH2:16][O:15][C@@H:14]([O:17][CH2:18][C:19]([CH3:21])([CH3:22])[CH3:20])[C@H:13]([CH3:23])[NH:12]1)[OH:24], predict the reactants needed to synthesize it.